Regression. Given a peptide amino acid sequence and an MHC pseudo amino acid sequence, predict their binding affinity value. This is MHC class II binding data. From a dataset of Peptide-MHC class II binding affinity with 134,281 pairs from IEDB. (1) The peptide sequence is PYLGYCALLPLLTEE. The MHC is HLA-DPA10201-DPB10501 with pseudo-sequence HLA-DPA10201-DPB10501. The binding affinity (normalized) is 0.410. (2) The peptide sequence is MIMIKFMGVIYIMII. The MHC is DRB1_1501 with pseudo-sequence DRB1_1501. The binding affinity (normalized) is 0. (3) The peptide sequence is AAATAGTTVYGADAA. The MHC is HLA-DQA10102-DQB10602 with pseudo-sequence HLA-DQA10102-DQB10602. The binding affinity (normalized) is 0.623. (4) The peptide sequence is NKAGVRIYVDIVLNH. The MHC is DRB1_0301 with pseudo-sequence DRB1_0301. The binding affinity (normalized) is 0.481. (5) The peptide sequence is PFTVRYTTEGGTKGE. The MHC is DRB1_0101 with pseudo-sequence DRB1_0101. The binding affinity (normalized) is 0.212. (6) The peptide sequence is EKKYFAATQFEPLFA. The MHC is HLA-DQA10501-DQB10301 with pseudo-sequence HLA-DQA10501-DQB10301. The binding affinity (normalized) is 0.294. (7) The peptide sequence is FDALSGSQEVEFIGY. The MHC is DRB1_0404 with pseudo-sequence DRB1_0404. The binding affinity (normalized) is 0.335.